The task is: Regression. Given a peptide amino acid sequence and an MHC pseudo amino acid sequence, predict their binding affinity value. This is MHC class I binding data.. This data is from Peptide-MHC class I binding affinity with 185,985 pairs from IEDB/IMGT. (1) The peptide sequence is KYPEEFGSKS. The MHC is Mamu-A01 with pseudo-sequence Mamu-A01. The binding affinity (normalized) is 0.134. (2) The peptide sequence is RLRPGGKKKY. The MHC is HLA-B08:01 with pseudo-sequence HLA-B08:01. The binding affinity (normalized) is 0.